This data is from NCI-60 drug combinations with 297,098 pairs across 59 cell lines. The task is: Regression. Given two drug SMILES strings and cell line genomic features, predict the synergy score measuring deviation from expected non-interaction effect. (1) Drug 1: C1=CC=C(C=C1)NC(=O)CCCCCCC(=O)NO. Drug 2: CC1=C(N=C(N=C1N)C(CC(=O)N)NCC(C(=O)N)N)C(=O)NC(C(C2=CN=CN2)OC3C(C(C(C(O3)CO)O)O)OC4C(C(C(C(O4)CO)O)OC(=O)N)O)C(=O)NC(C)C(C(C)C(=O)NC(C(C)O)C(=O)NCCC5=NC(=CS5)C6=NC(=CS6)C(=O)NCCC[S+](C)C)O. Cell line: 786-0. Synergy scores: CSS=42.0, Synergy_ZIP=-6.11, Synergy_Bliss=2.12, Synergy_Loewe=3.39, Synergy_HSA=5.74. (2) Drug 1: CC(C)(C#N)C1=CC(=CC(=C1)CN2C=NC=N2)C(C)(C)C#N. Drug 2: CC12CCC3C(C1CCC2OP(=O)(O)O)CCC4=C3C=CC(=C4)OC(=O)N(CCCl)CCCl.[Na+]. Cell line: SF-539. Synergy scores: CSS=0.513, Synergy_ZIP=-2.44, Synergy_Bliss=-5.15, Synergy_Loewe=-4.62, Synergy_HSA=-4.46. (3) Drug 1: CS(=O)(=O)C1=CC(=C(C=C1)C(=O)NC2=CC(=C(C=C2)Cl)C3=CC=CC=N3)Cl. Drug 2: C(CC(=O)O)C(=O)CN.Cl. Cell line: HCC-2998. Synergy scores: CSS=26.4, Synergy_ZIP=0.821, Synergy_Bliss=3.64, Synergy_Loewe=4.84, Synergy_HSA=4.81. (4) Drug 1: C1=CC(=CC=C1C#N)C(C2=CC=C(C=C2)C#N)N3C=NC=N3. Drug 2: C(=O)(N)NO. Cell line: U251. Synergy scores: CSS=9.77, Synergy_ZIP=4.40, Synergy_Bliss=4.89, Synergy_Loewe=5.29, Synergy_HSA=3.27. (5) Drug 1: CC1=C(C=C(C=C1)NC2=NC=CC(=N2)N(C)C3=CC4=NN(C(=C4C=C3)C)C)S(=O)(=O)N.Cl. Drug 2: CN1CCC(CC1)COC2=C(C=C3C(=C2)N=CN=C3NC4=C(C=C(C=C4)Br)F)OC. Cell line: HOP-92. Synergy scores: CSS=11.3, Synergy_ZIP=-2.72, Synergy_Bliss=-2.41, Synergy_Loewe=-11.1, Synergy_HSA=-1.20. (6) Drug 1: CN1C(=O)N2C=NC(=C2N=N1)C(=O)N. Drug 2: C(CN)CNCCSP(=O)(O)O. Cell line: SNB-19. Synergy scores: CSS=4.21, Synergy_ZIP=2.00, Synergy_Bliss=-5.54, Synergy_Loewe=0.245, Synergy_HSA=-2.55. (7) Drug 1: CC1C(C(CC(O1)OC2CC(CC3=C2C(=C4C(=C3O)C(=O)C5=C(C4=O)C(=CC=C5)OC)O)(C(=O)C)O)N)O.Cl. Drug 2: CNC(=O)C1=NC=CC(=C1)OC2=CC=C(C=C2)NC(=O)NC3=CC(=C(C=C3)Cl)C(F)(F)F. Cell line: K-562. Synergy scores: CSS=69.0, Synergy_ZIP=2.88, Synergy_Bliss=3.19, Synergy_Loewe=-8.35, Synergy_HSA=4.16.